Regression. Given two drug SMILES strings and cell line genomic features, predict the synergy score measuring deviation from expected non-interaction effect. From a dataset of NCI-60 drug combinations with 297,098 pairs across 59 cell lines. (1) Drug 1: CC1=C(C(=CC=C1)Cl)NC(=O)C2=CN=C(S2)NC3=CC(=NC(=N3)C)N4CCN(CC4)CCO. Drug 2: CC12CCC3C(C1CCC2OP(=O)(O)O)CCC4=C3C=CC(=C4)OC(=O)N(CCCl)CCCl.[Na+]. Cell line: SF-268. Synergy scores: CSS=4.19, Synergy_ZIP=0.107, Synergy_Bliss=2.79, Synergy_Loewe=1.65, Synergy_HSA=1.65. (2) Drug 1: CC1=CC2C(CCC3(C2CCC3(C(=O)C)OC(=O)C)C)C4(C1=CC(=O)CC4)C. Drug 2: CN1C(=O)N2C=NC(=C2N=N1)C(=O)N. Cell line: COLO 205. Synergy scores: CSS=1.57, Synergy_ZIP=3.58, Synergy_Bliss=6.74, Synergy_Loewe=1.74, Synergy_HSA=1.78.